This data is from Full USPTO retrosynthesis dataset with 1.9M reactions from patents (1976-2016). The task is: Predict the reactants needed to synthesize the given product. (1) Given the product [CH:3]1([O:9][C:10]2[CH:11]=[C:12]([C:26]3[CH:27]=[CH:28][C:29]([CH2:32][CH2:33][NH:34][CH2:35][C@H:36]([OH:43])[C:37]4[CH:38]=[N:39][CH:40]=[CH:41][CH:42]=4)=[CH:30][CH:31]=3)[CH:13]=[CH:14][C:15]=2[C:16]([NH:18][S:19]([CH2:22][CH2:23][CH2:24][OH:25])(=[O:20])=[O:21])=[O:17])[CH2:8][CH2:7][CH2:6][CH2:5][CH2:4]1, predict the reactants needed to synthesize it. The reactants are: Cl.Cl.[CH:3]1([O:9][C:10]2[CH:11]=[C:12]([C:26]3[CH:31]=[CH:30][C:29]([CH2:32][CH2:33][NH:34][CH2:35][C@H:36]([OH:43])[C:37]4[CH:38]=[N:39][CH:40]=[CH:41][CH:42]=4)=[CH:28][CH:27]=3)[CH:13]=[CH:14][C:15]=2[C:16]([NH:18][S:19]([CH2:22][CH2:23][CH2:24][OH:25])(=[O:21])=[O:20])=[O:17])[CH2:8][CH2:7][CH2:6][CH2:5][CH2:4]1.[OH-].[Na+]. (2) Given the product [CH3:17][C:4]1[C:3](=[C:18]([NH:32][NH:31][C:29](=[O:30])[C:28]2[CH:33]=[CH:34][C:25]([C:23]([O:22][CH3:21])=[O:24])=[CH:26][CH:27]=2)[CH3:19])[C:2](=[O:1])[N:6]([C:7]2[CH:12]=[CH:11][C:10]([C:13]([F:15])([F:16])[F:14])=[CH:9][CH:8]=2)[N:5]=1, predict the reactants needed to synthesize it. The reactants are: [OH:1][C:2]1[N:6]([C:7]2[CH:12]=[CH:11][C:10]([C:13]([F:16])([F:15])[F:14])=[CH:9][CH:8]=2)[N:5]=[C:4]([CH3:17])[C:3]=1[C:18](=O)[CH3:19].[CH3:21][O:22][C:23]([C:25]1[CH:34]=[CH:33][C:28]([C:29]([NH:31][NH2:32])=[O:30])=[CH:27][CH:26]=1)=[O:24]. (3) Given the product [NH2:8][CH2:9][C:10]1[CH:25]=[CH:24][C:13]([C:14]([NH:16][CH:17]2[CH2:23][CH2:22][CH2:21][CH2:20][CH2:19][CH2:18]2)=[O:15])=[C:12]([Cl:26])[CH:11]=1, predict the reactants needed to synthesize it. The reactants are: C(OC([NH:8][CH2:9][C:10]1[CH:25]=[CH:24][C:13]([C:14]([NH:16][CH:17]2[CH2:23][CH2:22][CH2:21][CH2:20][CH2:19][CH2:18]2)=[O:15])=[C:12]([Cl:26])[CH:11]=1)=O)(C)(C)C.FC(F)(F)C(O)=O.